Dataset: Full USPTO retrosynthesis dataset with 1.9M reactions from patents (1976-2016). Task: Predict the reactants needed to synthesize the given product. (1) Given the product [CH2:8]([CH:10]([NH:13][C:14]1[CH:19]=[C:18]([CH3:20])[N:17]=[C:16]2[N:21]([C:22]3[C:27]([CH3:28])=[CH:26][C:25]([CH3:29])=[CH:24][C:23]=3[CH3:30])[N:1]=[N:31][C:15]=12)[CH2:11][CH3:12])[CH3:9], predict the reactants needed to synthesize it. The reactants are: [N:1](OCCCC)=O.[CH2:8]([CH:10]([NH:13][C:14]1[CH:19]=[C:18]([CH3:20])[N:17]=[C:16]([NH:21][C:22]2[C:27]([CH3:28])=[CH:26][C:25]([CH3:29])=[CH:24][C:23]=2[CH3:30])[C:15]=1[NH2:31])[CH2:11][CH3:12])[CH3:9].Cl.[OH-].[Na+]. (2) Given the product [Cl:1][C:2]1[CH:3]=[CH:4][C:5]([O:6][C:7]2[CH:12]=[CH:11][C:10]([C:13]3([CH3:24])[CH2:14][O:15]3)=[C:9]([C:16]([F:17])([F:18])[F:19])[CH:8]=2)=[CH:20][CH:21]=1, predict the reactants needed to synthesize it. The reactants are: [Cl:1][C:2]1[CH:21]=[CH:20][C:5]([O:6][C:7]2[CH:12]=[CH:11][C:10]([C:13](=[O:15])[CH3:14])=[C:9]([C:16]([F:19])([F:18])[F:17])[CH:8]=2)=[CH:4][CH:3]=1.[OH-].[K+].[CH3:24][S+](C)C.COS([O-])(=O)=O.[Na+].[Cl-]. (3) Given the product [NH:14]1[C:15]2[C:20](=[CH:19][CH:18]=[CH:17][CH:16]=2)[C:12](/[CH:11]=[CH:10]/[C:7]2[CH:8]=[CH:9][C:4]([C:3]([OH:2])=[O:22])=[CH:5][C:6]=2[NH:21][C:35]([C:31]2[S:30][CH:34]=[CH:33][CH:32]=2)=[O:36])=[N:13]1, predict the reactants needed to synthesize it. The reactants are: C[O:2][C:3](=[O:22])[C:4]1[CH:9]=[CH:8][C:7]([CH:10]=[CH:11][C:12]2[C:20]3[C:15](=[CH:16][CH:17]=[CH:18][CH:19]=3)[NH:14][N:13]=2)=[C:6]([NH2:21])[CH:5]=1.C(N(CC)CC)C.[S:30]1[CH:34]=[CH:33][CH:32]=[C:31]1[C:35](Cl)=[O:36].C(=O)([O-])O.[Na+].[OH-].[Na+].Cl. (4) Given the product [OH:8][N:9]1[C:15](=[O:16])[N:14]2[CH2:17][C@H:10]1[CH2:11][CH2:12][C@H:13]2[C:18]([NH:20][O:21][CH2:22][CH2:23][C:24]1[CH:29]=[CH:28][CH:27]=[CH:26][N:25]=1)=[O:19], predict the reactants needed to synthesize it. The reactants are: C([O:8][N:9]1[C:15](=[O:16])[N:14]2[CH2:17][C@H:10]1[CH2:11][CH2:12][C@H:13]2[C:18]([NH:20][O:21][CH2:22][CH2:23][C:24]1[CH:29]=[CH:28][CH:27]=[CH:26][N:25]=1)=[O:19])C1C=CC=CC=1.[H][H]. (5) Given the product [F:15][C:16]1[CH:24]=[CH:23][CH:22]=[C:21]2[C:17]=1[CH:18]=[C:19]([C:25]([NH:1][C@@H:2]1[CH2:7][CH2:6][CH2:5][NH:4][CH2:3]1)=[O:26])[NH:20]2, predict the reactants needed to synthesize it. The reactants are: [NH2:1][C@@H:2]1[CH2:7][CH2:6][CH2:5][N:4](C(OC(C)(C)C)=O)[CH2:3]1.[F:15][C:16]1[CH:24]=[CH:23][CH:22]=[C:21]2[C:17]=1[CH:18]=[C:19]([C:25](O)=[O:26])[NH:20]2.N. (6) Given the product [C:24]12([C:34]3[N:35]=[C:36]([NH:39][C:1]([C:4]45[CH2:11][CH2:10][C:7]([NH:12][CH2:13][C:14]([N:16]6[CH2:20][C@@H:19]([F:21])[CH2:18][C@H:17]6[C:22]#[N:23])=[O:15])([CH2:8][CH2:9]4)[CH2:6][CH2:5]5)=[O:2])[S:37][CH:38]=3)[CH2:33][CH:28]3[CH2:29][CH:30]([CH2:32][CH:26]([CH2:27]3)[CH2:25]1)[CH2:31]2, predict the reactants needed to synthesize it. The reactants are: [C:1]([C:4]12[CH2:11][CH2:10][C:7]([NH:12][CH2:13][C:14]([N:16]3[CH2:20][C@@H:19]([F:21])[CH2:18][C@H:17]3[C:22]#[N:23])=[O:15])([CH2:8][CH2:9]1)[CH2:6][CH2:5]2)(O)=[O:2].[C:24]12([C:34]3[N:35]=[C:36]([NH2:39])[S:37][CH:38]=3)[CH2:33][CH:28]3[CH2:29][CH:30]([CH2:32][CH:26]([CH2:27]3)[CH2:25]1)[CH2:31]2. (7) Given the product [C:15]([C:7]1[C:8]([C:11]([F:12])([F:14])[F:13])=[C:9]2[C:4](=[CH:5][CH:6]=1)[N:3]([CH2:18][CH2:19][O:20][C:21]1[CH:26]=[CH:25][C:24]([NH:27][C:28](=[O:30])[CH3:29])=[CH:23][CH:22]=1)[C:2]([CH3:1])=[CH:10]2)#[N:16], predict the reactants needed to synthesize it. The reactants are: [CH3:1][C:2]1[NH:3][C:4]2[C:9]([CH:10]=1)=[C:8]([C:11]([F:14])([F:13])[F:12])[C:7]([C:15]#[N:16])=[CH:6][CH:5]=2.Br[CH2:18][CH2:19][O:20][C:21]1[CH:26]=[CH:25][C:24]([NH:27][C:28](=[O:30])[CH3:29])=[CH:23][CH:22]=1. (8) Given the product [ClH:1].[Cl:1][C:2]1[C:7]([C:8]2[C:9]([CH3:32])=[C:10]([CH2:22][NH:23][CH3:24])[S:11][C:12]=2[S:13]([C:16]2[CH:21]=[CH:20][CH:19]=[CH:18][CH:17]=2)(=[O:15])=[O:14])=[CH:6][CH:5]=[CH:4][N:3]=1, predict the reactants needed to synthesize it. The reactants are: [Cl:1][C:2]1[C:7]([C:8]2[C:9]([CH3:32])=[C:10]([CH2:22][N:23](C)[C:24](=O)OC(C)(C)C)[S:11][C:12]=2[S:13]([C:16]2[CH:21]=[CH:20][CH:19]=[CH:18][CH:17]=2)(=[O:15])=[O:14])=[CH:6][CH:5]=[CH:4][N:3]=1.